This data is from Catalyst prediction with 721,799 reactions and 888 catalyst types from USPTO. The task is: Predict which catalyst facilitates the given reaction. (1) Reactant: [F:1][C:2]1[CH:24]=[CH:23][C:5]([O:6][C:7]2[CH:8]=[C:9]3[C:13](=[CH:14][C:15]=2[C:16]([NH2:18])=[O:17])[N:12]([CH2:19][CH:20]([CH3:22])[CH3:21])[N:11]=[CH:10]3)=[CH:4][CH:3]=1.C(N1C=CN=C1)(N1C=CN=C1)=O.[CH2:37]([N:44]1[CH2:49][CH2:48][CH:47](N)[CH2:46][CH2:45]1)[C:38]1[CH:43]=[CH:42][CH:41]=[CH:40][CH:39]=1. Product: [CH2:37]([N:44]1[CH2:49][CH2:48][CH:47]([NH:18][C:16]([C:15]2[CH:14]=[C:13]3[C:9]([CH:10]=[N:11][N:12]3[CH2:19][CH:20]([CH3:22])[CH3:21])=[CH:8][C:7]=2[O:6][C:5]2[CH:23]=[CH:24][C:2]([F:1])=[CH:3][CH:4]=2)=[O:17])[CH2:46][CH2:45]1)[C:38]1[CH:43]=[CH:42][CH:41]=[CH:40][CH:39]=1. The catalyst class is: 1. (2) Reactant: Cl.[CH3:2][NH:3][CH2:4][CH2:5][C@H:6]1[CH2:11][CH2:10][C@H:9]([C:12]([OH:14])=[O:13])[CH2:8][CH2:7]1.CCN(C(C)C)C(C)C.Cl[C:25]1[N:30]=[C:29]([C:31]([F:34])([F:33])[F:32])[CH:28]=[CH:27][N:26]=1. Product: [CH3:2][N:3]([C:25]1[N:30]=[C:29]([C:31]([F:34])([F:33])[F:32])[CH:28]=[CH:27][N:26]=1)[CH2:4][CH2:5][C@H:6]1[CH2:11][CH2:10][C@H:9]([C:12]([OH:14])=[O:13])[CH2:8][CH2:7]1. The catalyst class is: 44. (3) Reactant: C(OC([N:8]([C:16]1[C:21]([C:22]2[N:23]=[N:24][N:25]([C:27]3[CH:32]=[CH:31][C:30]([NH2:33])=[CH:29][CH:28]=3)[CH:26]=2)=[N:20][C:19]([N:34]2[CH2:39][CH2:38][N:37]([S:40]([CH2:43][CH3:44])(=[O:42])=[O:41])[CH2:36][CH2:35]2)=[CH:18][N:17]=1)C(=O)OC(C)(C)C)=O)(C)(C)C.C(O)(C(F)(F)F)=O. Product: [NH2:33][C:30]1[CH:29]=[CH:28][C:27]([N:25]2[CH:26]=[C:22]([C:21]3[C:16]([NH2:8])=[N:17][CH:18]=[C:19]([N:34]4[CH2:39][CH2:38][N:37]([S:40]([CH2:43][CH3:44])(=[O:42])=[O:41])[CH2:36][CH2:35]4)[N:20]=3)[N:23]=[N:24]2)=[CH:32][CH:31]=1. The catalyst class is: 2. (4) Reactant: [F:1][C:2]([F:21])([F:20])[C:3]1[CH:4]=[C:5]([C@H:13]2[O:17][C:16](=[O:18])[NH:15][C@H:14]2[CH3:19])[CH:6]=[C:7]([C:9]([F:12])([F:11])[F:10])[CH:8]=1.C[Si]([N-][Si](C)(C)C)(C)C.[Na+].CS(O[CH2:37][C:38]1[C:43]([Br:44])=[CH:42][N:41]=[C:40]([Cl:45])[CH:39]=1)(=O)=O. Product: [F:21][C:2]([F:1])([F:20])[C:3]1[CH:4]=[C:5]([C@H:13]2[O:17][C:16](=[O:18])[N:15]([CH2:37][C:38]3[C:43]([Br:44])=[CH:42][N:41]=[C:40]([Cl:45])[CH:39]=3)[C@H:14]2[CH3:19])[CH:6]=[C:7]([C:9]([F:10])([F:11])[F:12])[CH:8]=1. The catalyst class is: 3. (5) Reactant: Cl.[CH3:2][O:3][C:4]1[CH:5]=[C:6]2[C:10](=[CH:11][C:12]=1[N+:13]([O-:15])=[O:14])[NH:9][CH2:8][CH2:7]2.[CH3:16][N:17]([CH3:23])[C@@H:18]([C:20](O)=[O:21])[CH3:19].C1CN([P+](ON2N=NC3C=CC=CC2=3)(N2CCCC2)N2CCCC2)CC1.F[P-](F)(F)(F)(F)F.CCN(C(C)C)C(C)C. Product: [CH3:16][N:17]([CH3:23])[C@H:18]([CH3:19])[C:20]([N:9]1[C:10]2[C:6](=[CH:5][C:4]([O:3][CH3:2])=[C:12]([N+:13]([O-:15])=[O:14])[CH:11]=2)[CH2:7][CH2:8]1)=[O:21]. The catalyst class is: 9. (6) Reactant: [Br-].[CH:2]1([CH2:5][P+](C2C=CC=CC=2)(C2C=CC=CC=2)C2C=CC=CC=2)[CH2:4][CH2:3]1.[Li+].CCC[CH2-].[CH2:30]([N:37]1[CH2:42][CH2:41][N:40]([C:43]([O:45][C:46]([CH3:49])([CH3:48])[CH3:47])=[O:44])[C@H:39]([CH:50]=O)[CH2:38]1)[C:31]1[CH:36]=[CH:35][CH:34]=[CH:33][CH:32]=1.[Cl-].[NH4+]. Product: [CH2:30]([N:37]1[CH2:42][CH2:41][N:40]([C:43]([O:45][C:46]([CH3:49])([CH3:48])[CH3:47])=[O:44])[C@H:39](/[CH:50]=[CH:5]/[CH:2]2[CH2:4][CH2:3]2)[CH2:38]1)[C:31]1[CH:36]=[CH:35][CH:34]=[CH:33][CH:32]=1. The catalyst class is: 1. (7) Product: [CH2:16]([N:13]1[C:4]2=[N:5][CH:6]=[C:7]([C:8]([O:10][CH2:11][CH3:12])=[O:9])[C:2]([NH:25][CH:26]3[CH2:31][CH2:30][O:29][CH2:28][CH2:27]3)=[C:3]2[CH:15]=[N:14]1)[CH3:17]. The catalyst class is: 8. Reactant: Cl[C:2]1[C:7]([C:8]([O:10][CH2:11][CH3:12])=[O:9])=[CH:6][N:5]=[C:4]2[N:13]([CH2:16][CH3:17])[N:14]=[CH:15][C:3]=12.C(N(CC)CC)C.[NH2:25][CH:26]1[CH2:31][CH2:30][O:29][CH2:28][CH2:27]1. (8) Reactant: [Cl:1][C:2]1[S:3][C:4]([NH:8][C:9](=[O:14])[CH2:10][CH2:11][S:12][CH3:13])=[C:5]([Cl:7])[N:6]=1.[C:15]([O-])([O-])=O.[K+].[K+].IC. Product: [Cl:1][C:2]1[S:3][C:4]([N:8]([CH3:15])[C:9](=[O:14])[CH2:10][CH2:11][S:12][CH3:13])=[C:5]([Cl:7])[N:6]=1. The catalyst class is: 18.